Dataset: Reaction yield outcomes from USPTO patents with 853,638 reactions. Task: Predict the reaction yield, written as a fraction of the theoretical maximum amount of product (1.0 means a 100% yield; for example, 0.34 means a 34% yield). (1) The reactants are C([N:8]1[C:12]2[CH:13]=[CH:14][CH:15]=[CH:16][C:11]=2[N:10]=[C:9]1[CH2:17]Br)(OC(C)(C)C)=O.[CH2:19]([NH2:23])[CH2:20][CH2:21][CH3:22].C(O)(C(F)(F)F)=O. The catalyst is C1COCC1.C(Cl)Cl. The product is [CH2:19]([NH:23][CH2:17][C:9]1[NH:8][C:12]2[CH:13]=[CH:14][CH:15]=[CH:16][C:11]=2[N:10]=1)[CH2:20][CH2:21][CH3:22]. The yield is 0.700. (2) The product is [I:1][C:2]1[NH:3][C:4]([CH2:8][O:9][CH3:10])=[N:5][CH:6]=1. The yield is 0.760. The reactants are [I:1][C:2]1[N:3]=[C:4]([CH2:8][O:9][CH3:10])[NH:5][C:6]=1I.[O-]S([O-])=O.[Na+].[Na+]. The catalyst is C(O)C.O. (3) The reactants are [CH3:1][O:2][C:3](=[O:76])[NH:4][CH:5]([C:9]([N:11]1[CH2:15][CH2:14][CH2:13][CH:12]1[C:16]1[N:17](COCC[Si](C)(C)C)[C:18]([C:21]2[CH:26]=[CH:25][C:24]([N:27]3[CH2:32][CH2:31][N:30]([C:33]4[CH:38]=[CH:37][C:36]([C:39]5[N:40](COCC[Si](C)(C)C)[C:41]([CH:44]6[CH2:48][CH2:47][CH2:46][N:45]6[C:49](=[O:59])[CH:50]([NH:54][C:55]([O:57][CH3:58])=[O:56])[CH:51]([CH3:53])[CH3:52])=[N:42][CH:43]=5)=[CH:35][CH:34]=4)[CH2:29][CH2:28]3)=[CH:23][CH:22]=2)=[CH:19][N:20]=1)=[O:10])[CH:6]([CH3:8])[CH3:7]. The catalyst is FC(F)(F)C(O)=O. The product is [CH3:1][O:2][C:3](=[O:76])[NH:4][CH:5]([C:9]([N:11]1[CH2:15][CH2:14][CH2:13][CH:12]1[C:16]1[NH:17][C:18]([C:21]2[CH:26]=[CH:25][C:24]([N:27]3[CH2:32][CH2:31][N:30]([C:33]4[CH:38]=[CH:37][C:36]([C:39]5[NH:40][C:41]([CH:44]6[CH2:48][CH2:47][CH2:46][N:45]6[C:49](=[O:59])[CH:50]([NH:54][C:55]([O:57][CH3:58])=[O:56])[CH:51]([CH3:53])[CH3:52])=[N:42][CH:43]=5)=[CH:35][CH:34]=4)[CH2:29][CH2:28]3)=[CH:23][CH:22]=2)=[CH:19][N:20]=1)=[O:10])[CH:6]([CH3:8])[CH3:7]. The yield is 0.320. (4) The reactants are [C:1]1([C:5]([OH:7])=[O:6])[CH2:4][CH2:3][CH:2]=1.C(Cl)(=O)C(Cl)=O.[Cl:14][CH2:15][CH2:16][CH2:17][CH2:18]O.C(N(CC)CC)C.C1(C(Cl)=O)CCC=1. The catalyst is C(Cl)Cl. The product is [Cl:14][CH2:15][CH2:16][CH2:17][CH2:18][O:6][C:5]([C:1]1[CH2:4][CH2:3][CH:2]=1)=[O:7]. The yield is 0.380. (5) The reactants are [F:1][C:2]1[CH:7]=[CH:6][C:5]([S:8]([N:11]2[C:15]([C:16]3[CH:21]=[CH:20][C:19]([O:22][CH3:23])=[CH:18][CH:17]=3)=[CH:14][C:13]([CH:24]=O)=[CH:12]2)(=[O:10])=[O:9])=[CH:4][CH:3]=1.[Cl-].C[NH3+].[C:29]([BH3-])#[N:30].[Na+]. No catalyst specified. The product is [F:1][C:2]1[CH:7]=[CH:6][C:5]([S:8]([N:11]2[C:15]([C:16]3[CH:21]=[CH:20][C:19]([O:22][CH3:23])=[CH:18][CH:17]=3)=[CH:14][C:13]([CH2:24][NH:30][CH3:29])=[CH:12]2)(=[O:10])=[O:9])=[CH:4][CH:3]=1. The yield is 0.440. (6) The reactants are C(N(CC)CC)C.[C:8]([O:11][CH2:12][CH2:13][C:14]1[CH:15]=[C:16]2[C:20](=[CH:21][CH:22]=1)[N:19](C(OC(C)(C)C)=O)[CH:18]=[C:17]2[CH:30]=[O:31])(=[O:10])[CH3:9].[CH3:32][O:33][C:34]1[CH:35]=[C:36]([N:40]=[CH:41][C:42]2[CH:47]=[N:46][C:45]([O:48][CH3:49])=[CH:44][N:43]=2)[CH:37]=[N:38][CH:39]=1. The catalyst is [Cl-].C([N+]1C(C)=C(CCO)SC=1)C1C=CC=CC=1.C(O)C. The product is [C:8]([O:11][CH2:12][CH2:13][C:14]1[CH:15]=[C:16]2[C:20](=[CH:21][CH:22]=1)[NH:19][CH:18]=[C:17]2[C:30](=[O:31])[CH:41]([C:42]1[CH:47]=[N:46][C:45]([O:48][CH3:49])=[CH:44][N:43]=1)[NH:40][C:36]1[CH:37]=[N:38][CH:39]=[C:34]([O:33][CH3:32])[CH:35]=1)(=[O:10])[CH3:9]. The yield is 0.650. (7) The reactants are [Br:1][C:2]1[CH:10]=[C:9]2[C:5]([C:6]([C:11]([O:13][CH3:14])=[O:12])=[N:7][NH:8]2)=[CH:4][CH:3]=1.[C:15](=O)([O-])[O-].[K+].[K+].CI. The catalyst is C(#N)C. The product is [Br:1][C:2]1[CH:10]=[C:9]2[C:5]([C:6]([C:11]([O:13][CH3:14])=[O:12])=[N:7][N:8]2[CH3:15])=[CH:4][CH:3]=1. The yield is 0.700. (8) The reactants are [CH2:1]([N:3]1[C:9]2[CH:10]=[C:11]([N+:16]([O-])=O)[C:12]([O:14][CH3:15])=[CH:13][C:8]=2[C:7](=[O:19])[N:6]([CH2:20][CH3:21])[CH2:5][CH2:4]1)[CH3:2].C(O)C. The yield is 1.00. The catalyst is [Pd]. The product is [NH2:16][C:11]1[C:12]([O:14][CH3:15])=[CH:13][C:8]2[C:7](=[O:19])[N:6]([CH2:20][CH3:21])[CH2:5][CH2:4][N:3]([CH2:1][CH3:2])[C:9]=2[CH:10]=1. (9) The reactants are [CH3:1][C:2]([CH3:13])([CH2:6][C:7]1[CH:12]=[CH:11][CH:10]=[CH:9][CH:8]=1)[C:3](Cl)=[O:4].[NH2:14][C:15]1[C:20]([O:21][CH3:22])=[CH:19][C:18]([C:23]2[C:31]3[C:26](=[N:27][CH:28]=[N:29][C:30]=3[NH2:32])[N:25]([C@H:33]3[CH2:38][CH2:37][C@H:36]([N:39]4[CH2:44][CH2:43][N:42]([CH3:45])[CH2:41][CH2:40]4)[CH2:35][CH2:34]3)[N:24]=2)=[C:17]([F:46])[CH:16]=1. The catalyst is N1C=CC=CC=1. The product is [NH2:32][C:30]1[N:29]=[CH:28][N:27]=[C:26]2[N:25]([C@H:33]3[CH2:38][CH2:37][C@H:36]([N:39]4[CH2:44][CH2:43][N:42]([CH3:45])[CH2:41][CH2:40]4)[CH2:35][CH2:34]3)[N:24]=[C:23]([C:18]3[C:17]([F:46])=[CH:16][C:15]([NH:14][C:3](=[O:4])[C:2]([CH3:13])([CH3:1])[CH2:6][C:7]4[CH:12]=[CH:11][CH:10]=[CH:9][CH:8]=4)=[C:20]([O:21][CH3:22])[CH:19]=3)[C:31]=12. The yield is 0.190. (10) The reactants are [C:1]([C:3]([C:6]1[S:7][CH:8]=[C:9]([C:11]([OH:13])=O)[N:10]=1)([CH3:5])[CH3:4])#[N:2].C(Cl)(=O)C(Cl)=O.O1CCCC1.[NH2:25][C:26]1[CH:27]=[CH:28][C:29]([O:48][CH3:49])=[C:30]([CH:47]=1)[O:31][C:32]1[CH:33]=[CH:34][C:35]2[N:36]([CH:38]=[C:39]([NH:41][C:42]([CH:44]3[CH2:46][CH2:45]3)=[O:43])[N:40]=2)[N:37]=1. The catalyst is CN(C)C=O.CN(C)C(=O)C. The product is [C:1]([C:3]([C:6]1[S:7][CH:8]=[C:9]([C:11]([NH:25][C:26]2[CH:27]=[CH:28][C:29]([O:48][CH3:49])=[C:30]([O:31][C:32]3[CH:33]=[CH:34][C:35]4[N:36]([CH:38]=[C:39]([NH:41][C:42]([CH:44]5[CH2:46][CH2:45]5)=[O:43])[N:40]=4)[N:37]=3)[CH:47]=2)=[O:13])[N:10]=1)([CH3:4])[CH3:5])#[N:2]. The yield is 0.780.